This data is from Forward reaction prediction with 1.9M reactions from USPTO patents (1976-2016). The task is: Predict the product of the given reaction. (1) Given the reactants [C:1]([C:3]1[CH:8]=[CH:7][C:6]([CH:9]([C:24]2[C:29](=[O:30])[CH2:28][CH:27]([C:31](F)(F)F)[CH2:26][C:25]=2[O:35][CH2:36][CH3:37])[NH:10][C:11]([NH:13][C:14]2[CH:19]=[CH:18][CH:17]=[C:16]([C:20]([F:23])([F:22])[F:21])[CH:15]=2)=[O:12])=[CH:5][CH:4]=1)#[N:2].C(C1C=CC(C(C2C(=O)CC(C3[CH:73]=[C:72]([O:74][CH3:75])[C:71]([O:76][CH3:77])=[C:70]([O:78][CH3:79])[CH:69]=3)CC=2O)NC(NC2C=CC=C(C(F)(F)F)C=2)=O)=CC=1)#N, predict the reaction product. The product is: [C:1]([C:3]1[CH:8]=[CH:7][C:6]([CH:9]([C:24]2[C:29](=[O:30])[CH2:28][CH:27]([C:31]3[CH:69]=[C:70]([O:78][CH3:79])[C:71]([O:76][CH3:77])=[C:72]([O:74][CH3:75])[CH:73]=3)[CH2:26][C:25]=2[O:35][CH2:36][CH3:37])[NH:10][C:11]([NH:13][C:14]2[CH:19]=[CH:18][CH:17]=[C:16]([C:20]([F:21])([F:22])[F:23])[CH:15]=2)=[O:12])=[CH:5][CH:4]=1)#[N:2]. (2) Given the reactants [CH2:1]([O:8][C:9]1[C:10]([O:42][CH3:43])=[CH:11][C:12]([C:38]([CH3:41])([CH3:40])[CH3:39])=[C:13](/[CH:15]=[CH:16]/[C:17]([NH:19][CH2:20][CH2:21][C:22]2[CH:27]=[CH:26][C:25]([O:28][CH3:29])=[C:24]([O:30][CH2:31][C:32]3[CH:37]=[CH:36][CH:35]=[CH:34][CH:33]=3)[CH:23]=2)=O)[CH:14]=1)[C:2]1[CH:7]=[CH:6][CH:5]=[CH:4][CH:3]=1.O=P(Cl)(Cl)Cl, predict the reaction product. The product is: [CH2:31]([O:30][C:24]1[CH:23]=[C:22]2[C:27](=[CH:26][C:25]=1[O:28][CH3:29])[C:17](/[CH:16]=[CH:15]/[C:13]1[CH:14]=[C:9]([O:8][CH2:1][C:2]3[CH:7]=[CH:6][CH:5]=[CH:4][CH:3]=3)[C:10]([O:42][CH3:43])=[CH:11][C:12]=1[C:38]([CH3:41])([CH3:40])[CH3:39])=[N:19][CH2:20][CH2:21]2)[C:32]1[CH:33]=[CH:34][CH:35]=[CH:36][CH:37]=1. (3) Given the reactants [F:1][CH2:2][C:3]([C:5]1[CH:10]=[CH:9][CH:8]=[CH:7][C:6]=1[F:11])=O.[C:12]([S@:16]([NH2:18])=[O:17])([CH3:15])([CH3:14])[CH3:13], predict the reaction product. The product is: [F:1][CH2:2]/[C:3](=[N:18]\[S@@:16]([C:12]([CH3:15])([CH3:14])[CH3:13])=[O:17])/[C:5]1[CH:10]=[CH:9][CH:8]=[CH:7][C:6]=1[F:11]. (4) Given the reactants [OH:1][C:2]1[CH:9]=[CH:8][C:5]([CH:6]=O)=[C:4]([O:10][CH3:11])[CH:3]=1.[C:12]1([S:18]([NH2:21])(=[O:20])=[O:19])[CH:17]=[CH:16][CH:15]=[CH:14][CH:13]=1.C1(C)C=CC=CC=1.C1(C)C=CC(S(O)(=O)=O)=CC=1, predict the reaction product. The product is: [OH:1][C:2]1[CH:9]=[CH:8][C:5]([CH:6]=[N:21][S:18]([C:12]2[CH:17]=[CH:16][CH:15]=[CH:14][CH:13]=2)(=[O:20])=[O:19])=[C:4]([O:10][CH3:11])[CH:3]=1. (5) Given the reactants [Cl:1][C:2]1[CH:11]=[CH:10][C:9]2[C:4](=[CH:5][CH:6]=[C:7]([O:12][CH3:13])[CH:8]=2)[N:3]=1.C([N-]C(C)C)(C)C.[Li+].[CH2:22]([N:29]1[CH2:34][CH2:33][CH2:32][CH2:31][C:30]1=O)[C:23]1[CH:28]=[CH:27][CH:26]=[CH:25][CH:24]=1.C1C[O:39]CC1, predict the reaction product. The product is: [CH2:22]([N:29]1[CH2:34][CH2:33][C:32]([C:11]2[C:2]([Cl:1])=[N:3][C:4]3[C:9]([CH:10]=2)=[CH:8][C:7]([O:12][CH3:13])=[CH:6][CH:5]=3)([OH:39])[CH2:31][CH2:30]1)[C:23]1[CH:28]=[CH:27][CH:26]=[CH:25][CH:24]=1. (6) Given the reactants [CH3:1][S:2]([C:5]1[CH:6]=[C:7]2[C:11](=[CH:12][CH:13]=1)[NH:10][CH2:9][CH2:8]2)(=[O:4])=[O:3], predict the reaction product. The product is: [CH3:1][S:2]([C:5]1[CH:6]=[C:7]2[C:11](=[CH:12][CH:13]=1)[NH:10][CH:9]=[CH:8]2)(=[O:4])=[O:3]. (7) Given the reactants [CH3:1][C@@H:2]1[N:4]([C:5]([O:7][CH2:8][C:9]2[CH:14]=[CH:13][CH:12]=[CH:11][CH:10]=2)=[O:6])[C@H:3]1[C:15]([O:17][CH3:18])=[O:16].[CH:19]1([OH:23])[CH2:22][CH2:21][CH2:20]1, predict the reaction product. The product is: [CH:19]1([O:23][C@H:2]([CH3:1])[C@@H:3]([C:15]([O:17][CH3:18])=[O:16])[NH:4][C:5]([O:7][CH2:8][C:9]2[CH:14]=[CH:13][CH:12]=[CH:11][CH:10]=2)=[O:6])[CH2:22][CH2:21][CH2:20]1. (8) Given the reactants [Cl:1][C:2]1[C:3](Cl)=[C:4]2[N:10]=[C:9]([C:11]3[CH:16]=[CH:15][C:14]([O:17][CH2:18][CH2:19][N:20]4[CH2:25][CH2:24][O:23][CH2:22][CH2:21]4)=[CH:13][CH:12]=3)[NH:8][C:5]2=[N:6][CH:7]=1.[N:27]1([CH2:33][CH2:34][NH2:35])[CH2:32][CH2:31][O:30][CH2:29][CH2:28]1, predict the reaction product. The product is: [Cl:1][C:2]1[C:3]([NH:35][CH2:34][CH2:33][N:27]2[CH2:32][CH2:31][O:30][CH2:29][CH2:28]2)=[C:4]2[N:10]=[C:9]([C:11]3[CH:16]=[CH:15][C:14]([O:17][CH2:18][CH2:19][N:20]4[CH2:21][CH2:22][O:23][CH2:24][CH2:25]4)=[CH:13][CH:12]=3)[NH:8][C:5]2=[N:6][CH:7]=1. (9) Given the reactants O1CCCC1.[CH3:6][C:7]1([CH3:20])[C:12]2[CH:13]=[C:14]([CH:17]=[O:18])[CH:15]=[CH:16][C:11]=2[NH:10][C:9](=[O:19])[O:8]1.[BH4-].[Na+], predict the reaction product. The product is: [OH:18][CH2:17][C:14]1[CH:15]=[CH:16][C:11]2[NH:10][C:9](=[O:19])[O:8][C:7]([CH3:6])([CH3:20])[C:12]=2[CH:13]=1. (10) Given the reactants [CH3:1][C@@:2]1([C:8]2[CH:17]=[CH:16][C:15]3[C:10](=[CH:11][CH:12]=[C:13]([O:18][CH:19]4[CH2:24][CH2:23][CH:22]([C:25]([F:28])([F:27])[F:26])[CH2:21][CH2:20]4)[CH:14]=3)[CH:9]=2)[CH2:6][O:5]C(=O)[NH:3]1.C(O)C.[OH2:32].[OH-:33].[Li+], predict the reaction product. The product is: [NH2:3][C@@:2]([C:8]1[CH:17]=[CH:16][C:15]2[C:10](=[CH:11][CH:12]=[C:13]([O:18][CH:19]3[CH2:24][CH2:23][CH:22]([C:25]([F:26])([F:27])[F:28])[CH2:21][CH2:20]3)[CH:14]=2)[CH:9]=1)([CH3:1])[CH2:6][OH:5].[C:22]([OH:33])([C:25]([F:28])([F:27])[F:26])=[O:32].